Dataset: hERG Central: cardiac toxicity at 1µM, 10µM, and general inhibition. Task: Predict hERG channel inhibition at various concentrations. (1) The molecule is CCN(CC)C(=O)C1CCCN(c2ccc([N+](=O)[O-])cc2)C1. Results: hERG_inhib (hERG inhibition (general)): blocker. (2) The molecule is O=C(c1ccco1)N1CCCN(Cc2cn[nH]c2-c2ccc(-c3ccccc3)cc2)CC1. Results: hERG_inhib (hERG inhibition (general)): blocker. (3) The compound is O=C(NCCN1CCN(c2ccccc2)CC1)Nc1cccc(Br)c1. Results: hERG_inhib (hERG inhibition (general)): blocker. (4) The compound is O=C(O)C(=O)O.c1ccc(-c2ccccc2OCCCN2CCCCC2)cc1. Results: hERG_inhib (hERG inhibition (general)): blocker. (5) The drug is CCCCNC(C(=O)Nc1cccc(S(=O)(=O)N2CCOCC2)c1)c1ccccc1. Results: hERG_inhib (hERG inhibition (general)): blocker. (6) The drug is O=C(c1ccco1)N1CCN(c2nc3ccsc3c(=O)s2)CC1. Results: hERG_inhib (hERG inhibition (general)): blocker. (7) The drug is COc1ccccc1C(=O)Nc1ccnn1C1CCN(C2CCSCC2)CC1. Results: hERG_inhib (hERG inhibition (general)): blocker.